This data is from Forward reaction prediction with 1.9M reactions from USPTO patents (1976-2016). The task is: Predict the product of the given reaction. (1) Given the reactants [NH2:1][C:2]([CH3:10])([CH2:5][S:6]([CH3:9])(=[O:8])=[O:7])[C:3]#[N:4].CCN(C(C)C)C(C)C.[C:20](Cl)(=[O:29])[O:21][CH2:22][C:23]1[CH:28]=[CH:27][CH:26]=[CH:25][CH:24]=1, predict the reaction product. The product is: [CH2:22]([O:21][C:20](=[O:29])[NH:1][C:2]([C:3]#[N:4])([CH3:10])[CH2:5][S:6]([CH3:9])(=[O:8])=[O:7])[C:23]1[CH:28]=[CH:27][CH:26]=[CH:25][CH:24]=1. (2) Given the reactants [NH2:1][C@H:2]([C:11]([NH:13][C@@H:14]([C:19]([NH:21][CH2:22][C:23]([NH:25][C@H:26]([C:34]([NH:36][C@@H:37]([C:42]([OH:44])=[O:43])[C:38]([SH:41])([CH3:40])[CH3:39])=[O:35])[CH2:27][C:28]1[CH:33]=[CH:32][CH:31]=[CH:30][CH:29]=1)=[O:24])=[O:20])[C:15]([SH:18])([CH3:17])[CH3:16])=[O:12])[CH2:3][C:4]1[CH:9]=[CH:8][C:7]([OH:10])=[CH:6][CH:5]=1.C(N(CC)CC)C, predict the reaction product. The product is: [CH3:16][C:15]1([CH3:17])[S:18][S:41][C:38]([CH3:39])([CH3:40])[C@H:37]([C:42]([OH:44])=[O:43])[NH:36][C:34](=[O:35])[C@@H:26]([CH2:27][C:28]2[CH:29]=[CH:30][CH:31]=[CH:32][CH:33]=2)[NH:25][C:23](=[O:24])[CH2:22][NH:21][C:19](=[O:20])[C@@H:14]1[NH:13][C:11]([C@@H:2]([NH2:1])[CH2:3][C:4]1[CH:9]=[CH:8][C:7]([OH:10])=[CH:6][CH:5]=1)=[O:12]. (3) Given the reactants Br[C:2]1[CH:20]=[CH:19][C:5]([O:6][CH2:7][CH:8]2[CH2:13][CH2:12][N:11]([CH2:14][C:15]([F:18])([CH3:17])[CH3:16])[CH2:10][CH2:9]2)=[C:4]([F:21])[CH:3]=1.[CH2:22]([O:24][C:25]([C:27]1[CH:32]=[CH:31][C:30](B(O)O)=[CH:29][C:28]=1[F:36])=[O:26])C.C([O-])([O-])=O.[Cs+].[Cs+], predict the reaction product. The product is: [F:36][C:28]1[CH:29]=[C:30]([C:2]2[CH:20]=[CH:19][C:5]([O:6][CH2:7][CH:8]3[CH2:13][CH2:12][N:11]([CH2:14][C:15]([F:18])([CH3:17])[CH3:16])[CH2:10][CH2:9]3)=[C:4]([F:21])[CH:3]=2)[CH:31]=[CH:32][C:27]=1[C:25]([O:24][CH3:22])=[O:26]. (4) Given the reactants [CH2:1]([O:5][CH2:6][CH2:7][O:8][C:9]1[CH:14]=[CH:13][C:12]([C:15]2[CH:20]=[CH:19][C:18]([N:21]3[CH:25]=[CH:24][CH:23]=[N:22]3)=[C:17](/[CH:26]=[C:27](\[CH3:33])/[C:28]([O:30]CC)=[O:29])[CH:16]=2)=[CH:11][CH:10]=1)[CH2:2][CH2:3][CH3:4].[OH-].[Na+].Cl, predict the reaction product. The product is: [CH2:1]([O:5][CH2:6][CH2:7][O:8][C:9]1[CH:10]=[CH:11][C:12]([C:15]2[CH:20]=[CH:19][C:18]([N:21]3[CH:25]=[CH:24][CH:23]=[N:22]3)=[C:17](/[CH:26]=[C:27](\[CH3:33])/[C:28]([OH:30])=[O:29])[CH:16]=2)=[CH:13][CH:14]=1)[CH2:2][CH2:3][CH3:4]. (5) Given the reactants FC1C=C(C=C(F)C=1)C[C@H]1[C@@H]([C@H]2C[C@@H](OCC=C)CN2C(OC(C)(C)C)=O)OC(=O)N1.[F:32][C:33]1[CH:34]=[C:35]([CH:62]=[C:63]([F:65])[CH:64]=1)[CH2:36][C@H:37]1[C@@H:41]([C@H:42]2[CH2:47][O:46][CH2:45][CH2:44][N:43]2[CH:48]([C:55]2[CH:60]=[CH:59][CH:58]=[CH:57][CH:56]=2)[C:49]2[CH:54]=[CH:53][CH:52]=[CH:51][CH:50]=2)[O:40][C:39](=[O:61])[NH:38]1.FC1C=C(C=C(F)C=1)C[C@@H]([C@@H]([C@H]1C[C@@H](OCC=C)CN1C(OC(C)(C)C)=O)O)C(O)=O.C(=O)([O-])[O-].[K+].[K+].BrC(C1C=CC=CC=1)C1C=CC=CC=1, predict the reaction product. The product is: [F:32][C:33]1[CH:34]=[C:35]([CH:62]=[C:63]([F:65])[CH:64]=1)[CH2:36][C@H:37]1[C@@H:41]([C@H:42]2[CH2:47][C@H:45]([OH:46])[CH2:44][N:43]2[CH:48]([C:49]2[CH:54]=[CH:53][CH:52]=[CH:51][CH:50]=2)[C:55]2[CH:60]=[CH:59][CH:58]=[CH:57][CH:56]=2)[O:40][C:39](=[O:61])[NH:38]1. (6) Given the reactants [CH:1]([S:4]([N:7]1[C:11]2[CH:12]=[C:13](I)[CH:14]=[CH:15][C:10]=2[N:9]=[C:8]1[NH2:17])(=[O:6])=[O:5])([CH3:3])[CH3:2].C1([Li])C=CC=CC=1.C([Li])(C)(C)C.[B:30](OC(C)C)([O:35]C(C)C)[O:31]C(C)C.Cl.[OH-].[Na+], predict the reaction product. The product is: [CH:1]([S:4]([N:7]1[C:11]2[CH:12]=[C:13]([B:30]([OH:35])[OH:31])[CH:14]=[CH:15][C:10]=2[N:9]=[C:8]1[NH2:17])(=[O:6])=[O:5])([CH3:3])[CH3:2]. (7) Given the reactants [CH3:1][C:2]1[CH:3]=[C:4]([NH:9][C:10]2[C:15]([NH:16][C:17]3[CH:22]=[C:21]([CH3:23])[CH:20]=[C:19]([CH3:24])[CH:18]=3)=[N:14][CH:13]=[CH:12][N:11]=2)[CH:5]=[C:6]([CH3:8])[CH:7]=1.[CH2:25]([O:27][CH:28](OCC)OCC)[CH3:26], predict the reaction product. The product is: [CH3:8][C:6]1[CH:5]=[C:4]([N:9]2[C:10]3=[N:11][CH:12]=[CH:13][N:14]=[C:15]3[N:16]([C:17]3[CH:18]=[C:19]([CH3:24])[CH:20]=[C:21]([CH3:23])[CH:22]=3)[CH:28]2[O:27][CH2:25][CH3:26])[CH:3]=[C:2]([CH3:1])[CH:7]=1.